Dataset: Serine/threonine kinase 33 screen with 319,792 compounds. Task: Binary Classification. Given a drug SMILES string, predict its activity (active/inactive) in a high-throughput screening assay against a specified biological target. (1) The result is 0 (inactive). The compound is Clc1cc(CN2CCS(=O)(=O)CC2)ccc1Cl. (2) The molecule is o1c2c(n(CCCOc3ccccc3)c1=O)cccc2. The result is 0 (inactive). (3) The compound is S(c1n(c(nn1)Cc1ccccc1)CC)CC(=O)Nc1ccc(S(=O)(=O)N)cc1. The result is 0 (inactive). (4) The compound is [O-][N+](=O)c1ccc(/C(=N\Nc2[nH]c3c(n2)cccc3)C)cc1. The result is 0 (inactive). (5) The molecule is O=C(c1ccc(O)cc1)/C=C\c1c(nn(c1)C)C. The result is 1 (active). (6) The drug is S=C1NC(C(=C(N1C)C)C(OC)=O)c1ccccc1. The result is 0 (inactive).